This data is from NCI-60 drug combinations with 297,098 pairs across 59 cell lines. The task is: Regression. Given two drug SMILES strings and cell line genomic features, predict the synergy score measuring deviation from expected non-interaction effect. (1) Drug 1: CC(CN1CC(=O)NC(=O)C1)N2CC(=O)NC(=O)C2. Drug 2: CC1C(C(CC(O1)OC2CC(OC(C2O)C)OC3=CC4=CC5=C(C(=O)C(C(C5)C(C(=O)C(C(C)O)O)OC)OC6CC(C(C(O6)C)O)OC7CC(C(C(O7)C)O)OC8CC(C(C(O8)C)O)(C)O)C(=C4C(=C3C)O)O)O)O. Cell line: HL-60(TB). Synergy scores: CSS=68.7, Synergy_ZIP=14.3, Synergy_Bliss=13.6, Synergy_Loewe=12.3, Synergy_HSA=12.3. (2) Drug 1: CC=C1C(=O)NC(C(=O)OC2CC(=O)NC(C(=O)NC(CSSCCC=C2)C(=O)N1)C(C)C)C(C)C. Drug 2: C1=CC=C(C=C1)NC(=O)CCCCCCC(=O)NO. Cell line: MDA-MB-435. Synergy scores: CSS=70.3, Synergy_ZIP=3.02, Synergy_Bliss=6.03, Synergy_Loewe=-21.5, Synergy_HSA=3.38. (3) Drug 1: C1CC(=O)NC(=O)C1N2CC3=C(C2=O)C=CC=C3N. Drug 2: COC1=C(C=C2C(=C1)N=CN=C2NC3=CC(=C(C=C3)F)Cl)OCCCN4CCOCC4. Cell line: SN12C. Synergy scores: CSS=21.9, Synergy_ZIP=-9.43, Synergy_Bliss=-6.26, Synergy_Loewe=-9.14, Synergy_HSA=-1.58. (4) Synergy scores: CSS=22.8, Synergy_ZIP=-5.00, Synergy_Bliss=-7.73, Synergy_Loewe=-17.4, Synergy_HSA=-6.46. Cell line: HCC-2998. Drug 1: C1CCC(CC1)NC(=O)N(CCCl)N=O. Drug 2: CC1=C(C(=O)C2=C(C1=O)N3CC4C(C3(C2COC(=O)N)OC)N4)N. (5) Drug 1: CCC(=C(C1=CC=CC=C1)C2=CC=C(C=C2)OCCN(C)C)C3=CC=CC=C3.C(C(=O)O)C(CC(=O)O)(C(=O)O)O. Drug 2: CC1CCCC2(C(O2)CC(NC(=O)CC(C(C(=O)C(C1O)C)(C)C)O)C(=CC3=CSC(=N3)C)C)C. Cell line: SNB-75. Synergy scores: CSS=39.6, Synergy_ZIP=6.00, Synergy_Bliss=5.31, Synergy_Loewe=-18.6, Synergy_HSA=5.42. (6) Drug 1: CC1OCC2C(O1)C(C(C(O2)OC3C4COC(=O)C4C(C5=CC6=C(C=C35)OCO6)C7=CC(=C(C(=C7)OC)O)OC)O)O. Drug 2: CS(=O)(=O)OCCCCOS(=O)(=O)C. Cell line: HS 578T. Synergy scores: CSS=27.9, Synergy_ZIP=-2.50, Synergy_Bliss=3.30, Synergy_Loewe=-3.66, Synergy_HSA=1.91. (7) Synergy scores: CSS=14.5, Synergy_ZIP=-2.50, Synergy_Bliss=-6.31, Synergy_Loewe=-3.37, Synergy_HSA=-4.48. Cell line: SF-539. Drug 2: CC(C)(C#N)C1=CC(=CC(=C1)CN2C=NC=N2)C(C)(C)C#N. Drug 1: CC12CCC3C(C1CCC2=O)CC(=C)C4=CC(=O)C=CC34C. (8) Drug 1: CC1=C2C(C(=O)C3(C(CC4C(C3C(C(C2(C)C)(CC1OC(=O)C(C(C5=CC=CC=C5)NC(=O)C6=CC=CC=C6)O)O)OC(=O)C7=CC=CC=C7)(CO4)OC(=O)C)O)C)OC(=O)C. Drug 2: CCN(CC)CCCC(C)NC1=C2C=C(C=CC2=NC3=C1C=CC(=C3)Cl)OC. Cell line: UO-31. Synergy scores: CSS=7.75, Synergy_ZIP=-1.98, Synergy_Bliss=1.44, Synergy_Loewe=0.352, Synergy_HSA=0.640. (9) Drug 1: C1CCN(CC1)CCOC2=CC=C(C=C2)C(=O)C3=C(SC4=C3C=CC(=C4)O)C5=CC=C(C=C5)O. Drug 2: C1=CC(=C2C(=C1NCCNCCO)C(=O)C3=C(C=CC(=C3C2=O)O)O)NCCNCCO. Cell line: SNB-19. Synergy scores: CSS=63.3, Synergy_ZIP=10.1, Synergy_Bliss=9.36, Synergy_Loewe=-12.9, Synergy_HSA=9.64. (10) Drug 1: C1CC(C1)(C(=O)O)C(=O)O.[NH2-].[NH2-].[Pt+2]. Drug 2: CC1=C(N=C(N=C1N)C(CC(=O)N)NCC(C(=O)N)N)C(=O)NC(C(C2=CN=CN2)OC3C(C(C(C(O3)CO)O)O)OC4C(C(C(C(O4)CO)O)OC(=O)N)O)C(=O)NC(C)C(C(C)C(=O)NC(C(C)O)C(=O)NCCC5=NC(=CS5)C6=NC(=CS6)C(=O)NCCC[S+](C)C)O. Cell line: NCI-H226. Synergy scores: CSS=18.0, Synergy_ZIP=-6.51, Synergy_Bliss=0.119, Synergy_Loewe=-20.4, Synergy_HSA=-0.416.